Dataset: NCI-60 drug combinations with 297,098 pairs across 59 cell lines. Task: Regression. Given two drug SMILES strings and cell line genomic features, predict the synergy score measuring deviation from expected non-interaction effect. (1) Drug 2: CCC1=C2CN3C(=CC4=C(C3=O)COC(=O)C4(CC)O)C2=NC5=C1C=C(C=C5)O. Synergy scores: CSS=72.8, Synergy_ZIP=0.578, Synergy_Bliss=0.164, Synergy_Loewe=-4.96, Synergy_HSA=0.983. Cell line: CCRF-CEM. Drug 1: C1=NC2=C(N=C(N=C2N1C3C(C(C(O3)CO)O)F)Cl)N. (2) Drug 1: CC1=C(C=C(C=C1)NC2=NC=CC(=N2)N(C)C3=CC4=NN(C(=C4C=C3)C)C)S(=O)(=O)N.Cl. Drug 2: CC1=C2C(C(=O)C3(C(CC4C(C3C(C(C2(C)C)(CC1OC(=O)C(C(C5=CC=CC=C5)NC(=O)C6=CC=CC=C6)O)O)OC(=O)C7=CC=CC=C7)(CO4)OC(=O)C)O)C)OC(=O)C. Cell line: NCIH23. Synergy scores: CSS=35.6, Synergy_ZIP=3.00, Synergy_Bliss=6.06, Synergy_Loewe=5.50, Synergy_HSA=5.23.